From a dataset of NCI-60 drug combinations with 297,098 pairs across 59 cell lines. Regression. Given two drug SMILES strings and cell line genomic features, predict the synergy score measuring deviation from expected non-interaction effect. Drug 1: CC=C1C(=O)NC(C(=O)OC2CC(=O)NC(C(=O)NC(CSSCCC=C2)C(=O)N1)C(C)C)C(C)C. Drug 2: CC1=C(C(=O)C2=C(C1=O)N3CC4C(C3(C2COC(=O)N)OC)N4)N. Cell line: HOP-92. Synergy scores: CSS=46.1, Synergy_ZIP=-0.697, Synergy_Bliss=4.09, Synergy_Loewe=-24.3, Synergy_HSA=4.04.